From a dataset of Reaction yield outcomes from USPTO patents with 853,638 reactions. Predict the reaction yield, written as a fraction of the theoretical maximum amount of product (1.0 means a 100% yield; for example, 0.34 means a 34% yield). (1) The product is [CH3:7][O:6][C:5]1[CH:4]=[C:3]([CH:11]=[CH:10][C:8]=1[O:9][C:14]1[CH:19]=[CH:18][N:17]=[CH:16][CH:15]=1)[CH:2]=[O:1]. The reactants are [O:1]=[CH:2][C:3]1[CH:11]=[CH:10][C:8]([OH:9])=[C:5]([O:6][CH3:7])[CH:4]=1.Cl.Cl[C:14]1[CH:19]=[CH:18][N:17]=[CH:16][CH:15]=1. The catalyst is CN(C)C1C=CN=CC=1.C1(C)C(C)=CC=CC=1. The yield is 0.180. (2) The reactants are [N:1]1[CH:6]=[CH:5][CH:4]=[N:3][C:2]=1[C:7](=[O:9])[CH3:8].[C:10]([Mg]Br)#[CH:11]. The catalyst is O1CCCC1. The product is [N:1]1[CH:6]=[CH:5][CH:4]=[N:3][C:2]=1[C:7]([OH:9])([C:10]#[CH:11])[CH3:8]. The yield is 0.500. (3) The reactants are C([O:3][P:4]([CH2:9][CH2:10][CH2:11][NH:12][C:13](=[O:33])[CH2:14][N:15]1[C:24]2[C:19]([C:20](=[O:26])[NH:21][C:22](=[O:25])[N:23]=2)=[N:18][C:17]2[CH:27]=[C:28]([CH3:32])[C:29]([CH3:31])=[CH:30][C:16]1=2)(=[O:8])[O:5]CC)C.C[Si](Br)(C)C. The catalyst is C(Cl)Cl. The product is [CH3:32][C:28]1[C:29]([CH3:31])=[CH:30][C:16]2[N:15]([CH2:14][C:13]([NH:12][CH2:11][CH2:10][CH2:9][P:4](=[O:3])([OH:8])[OH:5])=[O:33])[C:24]3[C:19]([C:20](=[O:26])[NH:21][C:22](=[O:25])[N:23]=3)=[N:18][C:17]=2[CH:27]=1. The yield is 0.240. (4) The reactants are [Br:1][C:2]1[C:3]([NH:22][S:23]([CH3:26])(=[O:25])=[O:24])=[CH:4][C:5]2[O:9][C:8]([C:10]3[CH:15]=[CH:14][C:13]([F:16])=[CH:12][C:11]=3[F:17])=[C:7]([C:18](O)=[O:19])[C:6]=2[CH:21]=1.C1C=CC2N(O)N=[N:33][C:31]=2C=1.CCN=C=NCCCN(C)C.CCN(CC)CC.CN. The catalyst is CN(C=O)C. The product is [Br:1][C:2]1[C:3]([NH:22][S:23]([CH3:26])(=[O:25])=[O:24])=[CH:4][C:5]2[O:9][C:8]([C:10]3[CH:15]=[CH:14][C:13]([F:16])=[CH:12][C:11]=3[F:17])=[C:7]([C:18]([NH:33][CH3:31])=[O:19])[C:6]=2[CH:21]=1. The yield is 0.880. (5) The reactants are [N+:1]([C:4]1[CH:9]=[CH:8][C:7]([NH2:10])=[C:6]([NH2:11])[CH:5]=1)([O-:3])=[O:2].[C:12](O)(=O)[C:13]1[CH:18]=[CH:17][CH:16]=[CH:15][CH:14]=1.[K+].[Br-]. The catalyst is C(Cl)(Cl)Cl.CO. The product is [C:13]1([C:12]2[NH:11][C:6]3[CH:5]=[C:4]([N+:1]([O-:3])=[O:2])[CH:9]=[CH:8][C:7]=3[N:10]=2)[CH:18]=[CH:17][CH:16]=[CH:15][CH:14]=1. The yield is 0.700. (6) The reactants are [Br:1][C:2]1[CH:11]=[CH:10][C:5]2[N:6]=[C:7]([NH2:9])[S:8][C:4]=2[CH:3]=1.C(N(C(C)C)CC)(C)C.[C:21]1([CH3:30])[CH:26]=[CH:25][C:24]([C:27](Cl)=[O:28])=[CH:23][CH:22]=1. The catalyst is C1(C)C=CC=CC=1. The product is [Br:1][C:2]1[CH:11]=[CH:10][C:5]2[N:6]=[C:7]([NH:9][C:27](=[O:28])[C:24]3[CH:25]=[CH:26][C:21]([CH3:30])=[CH:22][CH:23]=3)[S:8][C:4]=2[CH:3]=1. The yield is 0.840. (7) The reactants are C([O:3][C:4](=[O:18])[CH2:5][CH:6]1[CH2:15][CH2:14][C:13]2[C:8](=[CH:9][C:10]([O:16][CH3:17])=[CH:11][CH:12]=2)[CH2:7]1)C.C(OC(=O)CC1CCC2C(=CC(OC)=C(S(Cl)(=O)=O)C=2)C1)C.COC(C1CC2C(=CC=C(C)C=2)C1)=O.COC(=O)CC1CCC2C(=CC(OC)=C(S)C=2)C1.COC(C1CC2C(=CC=C(S)C=2)C1)=O.[CH3:87][C:88]1[N:89]=[C:90]([C:107]2[CH:112]=[CH:111][C:110]([C:113]([F:116])([F:115])[F:114])=[CH:109][CH:108]=2)[S:91][C:92]=1[CH2:93][S:94]C1C=C2C(=CC=1)CC(C(O)=O)C2. The catalyst is [Pd]. The product is [CH3:17][O:16][C:10]1[CH:9]=[C:8]2[C:13]([CH2:14][CH2:15][CH:6]([CH2:5][C:4]([OH:3])=[O:18])[CH2:7]2)=[CH:12][C:11]=1[S:94][CH2:93][C:92]1[S:91][C:90]([C:107]2[CH:108]=[CH:109][C:110]([C:113]([F:116])([F:115])[F:114])=[CH:111][CH:112]=2)=[N:89][C:88]=1[CH3:87]. The yield is 0.810.